Dataset: Catalyst prediction with 721,799 reactions and 888 catalyst types from USPTO. Task: Predict which catalyst facilitates the given reaction. (1) Reactant: Br[C:2]1[CH:11]=[CH:10][C:9]2[C:4](=[CH:5][CH:6]=[C:7]([F:12])[CH:8]=2)[CH:3]=1.B1(B2OC(C)(C)C(C)(C)O2)OC(C)(C)C(C)(C)O1.ClCCl.C([O-])(=O)C.[K+].Br[C:40]1[C:48]2[C:43](=[CH:44][CH:45]=[C:46]([C:49]#[N:50])[CH:47]=2)[N:42]([CH:51]2[CH2:56][CH2:55][CH2:54][CH2:53][O:52]2)[N:41]=1.P([O-])([O-])([O-])=O.[K+].[K+].[K+]. Product: [F:12][C:7]1[CH:8]=[C:9]2[C:4](=[CH:5][CH:6]=1)[CH:3]=[C:2]([C:40]1[C:48]3[C:43](=[CH:44][CH:45]=[C:46]([C:49]#[N:50])[CH:47]=3)[N:42]([CH:51]3[CH2:56][CH2:55][CH2:54][CH2:53][O:52]3)[N:41]=1)[CH:11]=[CH:10]2. The catalyst class is: 3. (2) Reactant: [F:1][C:2]([F:26])([F:25])[C:3]([NH:5][C@@H:6]([CH2:23][CH3:24])[C:7]([NH:9][CH2:10][CH2:11][NH:12]C(=O)OCC1C=CC=CC=1)=[O:8])=[O:4].C1CC=CCC=1. Product: [NH2:12][CH2:11][CH2:10][NH:9][C:7](=[O:8])[C@@H:6]([NH:5][C:3](=[O:4])[C:2]([F:26])([F:1])[F:25])[CH2:23][CH3:24]. The catalyst class is: 29. (3) Reactant: [CH3:1][C:2]1[CH:6]=[C:5]([C:7]2[CH:12]=[CH:11][CH:10]=[CH:9][CH:8]=2)[N:4]([C:13]2[CH:18]=[CH:17][C:16]([CH2:19][NH:20][C:21](=[O:29])[C:22]3[CH:27]=[CH:26][CH:25]=[C:24]([NH2:28])[CH:23]=3)=[CH:15][CH:14]=2)[N:3]=1.[CH3:30][C:31]1[CH:32]=[CH:33][CH:34]=[C:35]([C:43](Cl)=[O:44])[C:36]=1[C:37]1[CH:42]=[CH:41][CH:40]=[CH:39][CH:38]=1.C(N(CC)CC)C. Product: [CH3:1][C:2]1[CH:6]=[C:5]([C:7]2[CH:8]=[CH:9][CH:10]=[CH:11][CH:12]=2)[N:4]([C:13]2[CH:14]=[CH:15][C:16]([CH2:19][NH:20][C:21](=[O:29])[C:22]3[CH:27]=[CH:26][CH:25]=[C:24]([NH:28][C:43]([C:35]4[C:36]([C:37]5[CH:42]=[CH:41][CH:40]=[CH:39][CH:38]=5)=[C:31]([CH3:30])[CH:32]=[CH:33][CH:34]=4)=[O:44])[CH:23]=3)=[CH:17][CH:18]=2)[N:3]=1. The catalyst class is: 9. (4) Reactant: O.[OH:2][C:3]1[C:11]2[N:10]=NN[C:7]=2[CH:6]=CC=1.C(N(C(C)C)C(C)C)C.Cl.CN(C)CCCN=C=NCC.[F:33][C:34]1[CH:39]=[CH:38][C:37]([C:40]2[C:44]([CH2:45][O:46][C:47]3[CH:55]=[CH:54][C:50]([C:51]([OH:53])=O)=[CH:49][N:48]=3)=[C:43]([CH2:56][OH:57])[O:42][N:41]=2)=[CH:36][CH:35]=1.N[C@H](CC)CO. Product: [F:33][C:34]1[CH:39]=[CH:38][C:37]([C:40]2[C:44]([CH2:45][O:46][C:47]3[CH:55]=[CH:54][C:50]([C:51]([NH:10][C@@H:11]([CH2:3][OH:2])[CH2:7][CH3:6])=[O:53])=[CH:49][N:48]=3)=[C:43]([CH2:56][OH:57])[O:42][N:41]=2)=[CH:36][CH:35]=1. The catalyst class is: 1. (5) Reactant: [C:1]1([CH2:7][O:8][N:9]2[C:15](=[O:16])[N:14]3[CH2:17][C@H:10]2[CH2:11][CH2:12][C@H:13]3[C:18]([OH:20])=O)[CH:6]=[CH:5][CH:4]=[CH:3][CH:2]=1.C(N(CC)CC)C.[I-].ClC1C=CC=C[N+]=1C.[NH2:37][C:38]1[CH:39]=[C:40]2[C:45](=[CH:46][CH:47]=1)[CH2:44][N:43]([C:48]([O:50][C:51]([CH3:54])([CH3:53])[CH3:52])=[O:49])[CH2:42][CH2:41]2. Product: [C:51]([O:50][C:48]([N:43]1[CH2:42][CH2:41][C:40]2[C:45](=[CH:46][CH:47]=[C:38]([NH:37][C:18]([C@@H:13]3[CH2:12][CH2:11][C@@H:10]4[CH2:17][N:14]3[C:15](=[O:16])[N:9]4[O:8][CH2:7][C:1]3[CH:2]=[CH:3][CH:4]=[CH:5][CH:6]=3)=[O:20])[CH:39]=2)[CH2:44]1)=[O:49])([CH3:54])([CH3:52])[CH3:53]. The catalyst class is: 4. (6) Reactant: Br[C:2]1[N:3]([CH3:25])[C:4]2[C:9]([N:10]=1)=[C:8]([N:11]1[CH2:16][CH2:15][C:14]([C:19]3[CH:24]=[CH:23][CH:22]=[CH:21][CH:20]=3)([C:17]#[N:18])[CH2:13][CH2:12]1)[N:7]=[CH:6][N:5]=2.[CH3:26][N:27]1[CH:31]=[C:30](B2OC(C)(C)C(C)(C)O2)[CH:29]=[N:28]1.P([O-])([O-])([O-])=O.[K+].[K+].[K+].O. Product: [CH3:25][N:3]1[C:2]([C:30]2[CH:29]=[N:28][N:27]([CH3:26])[CH:31]=2)=[N:10][C:9]2[C:4]1=[N:5][CH:6]=[N:7][C:8]=2[N:11]1[CH2:16][CH2:15][C:14]([C:19]2[CH:24]=[CH:23][CH:22]=[CH:21][CH:20]=2)([C:17]#[N:18])[CH2:13][CH2:12]1. The catalyst class is: 75.